This data is from Reaction yield outcomes from USPTO patents with 853,638 reactions. The task is: Predict the reaction yield, written as a fraction of the theoretical maximum amount of product (1.0 means a 100% yield; for example, 0.34 means a 34% yield). (1) The reactants are [CH2:1]([O:8][C:9]1[C:10]([C:29]([O:31]C(C)(C)C)=[O:30])=[N:11][C:12]([CH2:16][CH:17]2[CH2:22][CH2:21][N:20]([C:23]3[CH:28]=[CH:27][CH:26]=[CH:25][CH:24]=3)[CH2:19][CH2:18]2)=[N:13][C:14]=1[OH:15])[C:2]1[CH:7]=[CH:6][CH:5]=[CH:4][CH:3]=1.[OH-].[Na+]. The catalyst is O1CCCC1.CO. The product is [CH2:1]([O:8][C:9]1[C:10]([C:29]([OH:31])=[O:30])=[N:11][C:12]([CH2:16][CH:17]2[CH2:22][CH2:21][N:20]([C:23]3[CH:24]=[CH:25][CH:26]=[CH:27][CH:28]=3)[CH2:19][CH2:18]2)=[N:13][C:14]=1[OH:15])[C:2]1[CH:7]=[CH:6][CH:5]=[CH:4][CH:3]=1. The yield is 0.970. (2) The reactants are [N:1]1([C:6]([O:8][CH2:9][C:10]2[CH:15]=[CH:14][CH:13]=[CH:12][CH:11]=2)=[O:7])[CH2:5][CH:4]=[CH:3][CH2:2]1.C1C=C(Cl)C=C(C(OO)=[O:24])C=1. The catalyst is C(Cl)Cl. The product is [CH:3]12[O:24][CH:4]1[CH2:5][N:1]([C:6]([O:8][CH2:9][C:10]1[CH:15]=[CH:14][CH:13]=[CH:12][CH:11]=1)=[O:7])[CH2:2]2. The yield is 0.830. (3) The reactants are [C:1](Cl)(=[O:6])[CH2:2][C:3](Cl)=[O:4].[CH:8]1([N:14](CCC2CC2)[C:15]([NH2:17])=[O:16])[CH2:13][CH2:12][CH2:11][CH2:10][CH2:9]1.C[CH2:24][CH2:25][CH2:26][CH2:27][CH3:28].C(OCC)(=O)C.CCCCCC. The catalyst is ClCCl. The product is [CH:8]1([N:14]2[C:3](=[O:4])[CH2:2][C:1](=[O:6])[N:17]([CH2:28][CH2:27][CH:26]3[CH2:25][CH2:24]3)[C:15]2=[O:16])[CH2:9][CH2:10][CH2:11][CH2:12][CH2:13]1. The yield is 0.350. (4) The reactants are [OH:1][CH2:2][C:3]1[S:36][C:6]2[N:7]([CH2:21][C:22]3[CH:27]=[CH:26][C:25]([C:28]4[C:29]([C:34]#[N:35])=[CH:30][CH:31]=[CH:32][CH:33]=4)=[CH:24][CH:23]=3)[C:8](=[O:20])[N:9]([CH2:12][CH2:13][C:14]3[CH:19]=[CH:18][CH:17]=[CH:16][CH:15]=3)[C:10](=[O:11])[C:5]=2[CH:4]=1.CI.[CH3:39]N(C)C=O.[H-].[Na+]. The catalyst is C(OCC)(=O)C. The product is [CH3:39][O:1][CH2:2][C:3]1[S:36][C:6]2[N:7]([CH2:21][C:22]3[CH:23]=[CH:24][C:25]([C:28]4[C:29]([C:34]#[N:35])=[CH:30][CH:31]=[CH:32][CH:33]=4)=[CH:26][CH:27]=3)[C:8](=[O:20])[N:9]([CH2:12][CH2:13][C:14]3[CH:15]=[CH:16][CH:17]=[CH:18][CH:19]=3)[C:10](=[O:11])[C:5]=2[CH:4]=1. The yield is 0.770. (5) The reactants are N(C(OC(C)C)=O)=NC(OC(C)C)=O.[F:15][C:16]1[CH:21]=[CH:20][C:19]([N:22]2[C:26]([C:27]([O:29][CH2:30][CH3:31])=[O:28])=[C:25]([OH:32])[C:24]([OH:33])=[C:23]2[C:34]([O:36][CH2:37][CH3:38])=[O:35])=[CH:18][CH:17]=1.[CH2:39]([O:46][CH2:47][CH2:48]O)[C:40]1[CH:45]=[CH:44][CH:43]=[CH:42][CH:41]=1.C1(P(C2C=CC=CC=2)C2C=CC=CC=2)C=CC=CC=1. The catalyst is C(Cl)Cl. The product is [CH2:39]([O:46][CH2:47][CH2:48][O:33][C:24]1[C:25]([OH:32])=[C:26]([C:27]([O:29][CH2:30][CH3:31])=[O:28])[N:22]([C:19]2[CH:20]=[CH:21][C:16]([F:15])=[CH:17][CH:18]=2)[C:23]=1[C:34]([O:36][CH2:37][CH3:38])=[O:35])[C:40]1[CH:45]=[CH:44][CH:43]=[CH:42][CH:41]=1. The yield is 0.170. (6) The reactants are C([Li])CCC.Br[C:7]1[CH:8]=[CH:9][CH:10]=[C:11]2[C:16]=1[CH2:15][N:14]([CH3:17])[CH2:13][CH2:12]2.[S:18](=[O:20])=[O:19].[Cl:21]NC(=O)CCC(N)=O. The catalyst is O1CCCC1.CCCCCC.ClCCl. The product is [CH3:17][N:14]1[CH2:13][CH2:12][C:11]2[C:16](=[C:7]([S:18]([Cl:21])(=[O:20])=[O:19])[CH:8]=[CH:9][CH:10]=2)[CH2:15]1. The yield is 0.440. (7) The reactants are CCN=C=NCCCN(C)C.C1C=CC2N(O)N=NC=2C=1.C([O:26][CH2:27][CH2:28][O:29][NH2:30])(C)(C)C.[Br:31][C:32]1[CH:37]=[CH:36][C:35]([NH:38][C:39]2[C:47]([C:48](O)=[O:49])=[C:46]3[N:42]([CH2:43][CH:44]4[O:53][C:52]([CH3:55])([CH3:54])[O:51][CH:45]43)[C:41](=[O:56])[CH:40]=2)=[C:34]([F:57])[CH:33]=1. The catalyst is CN(C=O)C.C(Cl)Cl. The product is [OH:26][CH2:27][CH2:28][O:29][NH:30][C:48]([C:47]1[C:39]([NH:38][C:35]2[CH:36]=[CH:37][C:32]([Br:31])=[CH:33][C:34]=2[F:57])=[CH:40][C:41](=[O:56])[N:42]2[C:46]=1[CH:45]1[O:51][C:52]([CH3:55])([CH3:54])[O:53][CH:44]1[CH2:43]2)=[O:49]. The yield is 0.395.